Dataset: Full USPTO retrosynthesis dataset with 1.9M reactions from patents (1976-2016). Task: Predict the reactants needed to synthesize the given product. (1) Given the product [Br:1][C:2]1[CH:7]=[C:6]([NH:8][C:9](=[O:16])[C:10](=[O:11])[CH:23]([CH3:24])[CH3:22])[CH:5]=[C:4]([O:17][CH3:18])[N:3]=1, predict the reactants needed to synthesize it. The reactants are: [Br:1][C:2]1[CH:7]=[C:6]([NH:8][C:9](=[O:16])[C:10](N(OC)C)=[O:11])[CH:5]=[C:4]([O:17][CH3:18])[N:3]=1.BrC1C=[C:24](N)[CH:23]=[CH:22]N=1.[Cl-].[NH4+]. (2) Given the product [CH3:1][O:2][CH:3]1[O:9][C@H:8]([CH3:10])[C@@H:6]([OH:7])[C@H:4]1[OH:5], predict the reactants needed to synthesize it. The reactants are: [CH3:1][O:2][CH:3]1[O:9][C@H:8]([CH2:10]Cl)[C@@H:6]([OH:7])[C@H:4]1[OH:5].C([O-])([O-])=O.[Na+].[Na+].[H][H]. (3) Given the product [Cl:26][C:2]1[N:7]=[C:6]([C:8]2[N:13]=[C:12]([C:14]#[N:15])[C:11]([N:16]3[CH2:20][CH2:19][C@H:18]([F:21])[CH2:17]3)=[CH:10][CH:9]=2)[CH:5]=[CH:4][N:3]=1, predict the reactants needed to synthesize it. The reactants are: N[C:2]1[N:7]=[C:6]([C:8]2[N:13]=[C:12]([C:14]#[N:15])[C:11]([N:16]3[CH2:20][CH2:19][C@H:18]([F:21])[CH2:17]3)=[CH:10][CH:9]=2)[CH:5]=[CH:4][N:3]=1.C[Si]([Cl:26])(C)C.N(OC(C)(C)C)=O. (4) The reactants are: C([O:8][N:9]1[C:14]2[N:15]=[CH:16][N:17]=[C:18]([CH3:19])[C:13]=2[C:12]([NH:20][CH2:21][C:22]2[CH:27]=[CH:26][CH:25]=[C:24]([CH3:28])[CH:23]=2)=[CH:11][C:10]1=[O:29])C1C=CC=CC=1.CO.[H][H]. Given the product [OH:8][N:9]1[C:14]2[N:15]=[CH:16][N:17]=[C:18]([CH3:19])[C:13]=2[C:12]([NH:20][CH2:21][C:22]2[CH:27]=[CH:26][CH:25]=[C:24]([CH3:28])[CH:23]=2)=[CH:11][C:10]1=[O:29], predict the reactants needed to synthesize it.